From a dataset of HIV replication inhibition screening data with 41,000+ compounds from the AIDS Antiviral Screen. Binary Classification. Given a drug SMILES string, predict its activity (active/inactive) in a high-throughput screening assay against a specified biological target. (1) The compound is COC(=O)c1ccc(NCc2cc(O)c3ccccc3c2O)cc1. The result is 0 (inactive). (2) The result is 0 (inactive). The drug is CCN(CC)CC(=O)Nc1cccc(C(=O)OC(C)C)c1.